From a dataset of Peptide-MHC class I binding affinity with 185,985 pairs from IEDB/IMGT. Regression. Given a peptide amino acid sequence and an MHC pseudo amino acid sequence, predict their binding affinity value. This is MHC class I binding data. The peptide sequence is LEGETKLYK. The MHC is HLA-A11:01 with pseudo-sequence HLA-A11:01. The binding affinity (normalized) is 0.0485.